Dataset: Catalyst prediction with 721,799 reactions and 888 catalyst types from USPTO. Task: Predict which catalyst facilitates the given reaction. (1) Reactant: [Cl:1][C:2]1[N:11]=[C:10](Cl)[C:9]2[C:4](=[CH:5][CH:6]=[CH:7][CH:8]=2)[N:3]=1.[CH3:13][C:14]1[NH:18][N:17]=[C:16]([NH2:19])[CH:15]=1. Product: [Cl:1][C:2]1[N:11]=[C:10]([NH:19][C:16]2[CH:15]=[C:14]([CH3:13])[NH:18][N:17]=2)[C:9]2[C:4](=[CH:5][CH:6]=[CH:7][CH:8]=2)[N:3]=1. The catalyst class is: 8. (2) Reactant: [NH2:1][C:2]1[CH:21]=[CH:20][CH:19]=[CH:18][C:3]=1[C:4]([NH:6][C:7]1[CH:17]=[CH:16][C:10]2[O:11][C:12]([F:15])([F:14])[O:13][C:9]=2[CH:8]=1)=[O:5].[Cl:22][C:23]1[CH:28]=[C:27]([CH2:29]Cl)[CH:26]=[CH:25][N:24]=1.C(N(CC)C(C)C)(C)C.[I-].[Na+]. Product: [Cl:22][C:23]1[CH:28]=[C:27]([CH2:29][NH:1][C:2]2[CH:21]=[CH:20][CH:19]=[CH:18][C:3]=2[C:4]([NH:6][C:7]2[CH:17]=[CH:16][C:10]3[O:11][C:12]([F:15])([F:14])[O:13][C:9]=3[CH:8]=2)=[O:5])[CH:26]=[CH:25][N:24]=1. The catalyst class is: 39. (3) Reactant: [CH3:1][S:2]([N:5]1[CH2:21][C@H:20]([CH2:22][CH2:23][CH2:24][NH:25][C:26](=[O:32])[O:27][C:28]([CH3:31])([CH3:30])[CH3:29])[N:8]2[C:9]3[C:18]4[C:13](=[CH:14][CH:15]=[CH:16][CH:17]=4)[N:12]=[CH:11][C:10]=3[N:19]=[C:7]2[CH2:6]1)(=[O:4])=[O:3].C1C=C(Cl)C=C(C(OO)=[O:41])C=1.C([O-])([O-])=O.[Na+].[Na+]. Product: [CH3:1][S:2]([N:5]1[CH2:21][C@H:20]([CH2:22][CH2:23][CH2:24][NH:25][C:26](=[O:32])[O:27][C:28]([CH3:29])([CH3:31])[CH3:30])[N:8]2[C:9]3[C:18]4[C:13](=[CH:14][CH:15]=[CH:16][CH:17]=4)[N+:12]([O-:41])=[CH:11][C:10]=3[N:19]=[C:7]2[CH2:6]1)(=[O:3])=[O:4]. The catalyst class is: 2. (4) Reactant: [NH2:1][C@@H:2]1[CH2:7][C@@H:6]([OH:8])[C@H:5]([N:9]=[N+:10]=[N-:11])[CH2:4][C@H:3]1[OH:12].[C:13](O[C:13]([O:15][C:16]([CH3:19])([CH3:18])[CH3:17])=[O:14])([O:15][C:16]([CH3:19])([CH3:18])[CH3:17])=[O:14].C(N(CC)CC)C. Product: [N:9]([C@H:5]1[C@H:6]([OH:8])[CH2:7][C@@H:2]([NH:1][C:13](=[O:14])[O:15][C:16]([CH3:19])([CH3:18])[CH3:17])[C@H:3]([OH:12])[CH2:4]1)=[N+:10]=[N-:11]. The catalyst class is: 4. (5) Reactant: N1C2C(=CC=CC=2)C=C1.Br[C:11]1[CH:19]=[C:18]2[C:14]([CH:15]=[CH:16][N:17]2[CH:20]2CCC[CH2:23][N:22]([CH3:27])[CH2:21]2)=[CH:13][CH:12]=1.BrC1C=C2C(C=CN2S(C)(=O)=[O:39])=CC=1.CN1C[CH2:47][CH2:46][CH2:45][CH:44]1[CH2:49][OH:50].[H-].[Na+].C(=O)([O-])[O-].[K+].[K+]. Product: [OH:39][C:45]1([C:11]2[CH:19]=[C:18]3[C:14]([CH:15]=[CH:16][N:17]3[CH2:20][CH2:21][N:22]([CH3:23])[CH3:27])=[CH:13][CH:12]=2)[CH2:44][CH2:49][O:50][CH2:47][CH2:46]1. The catalyst class is: 11. (6) Reactant: [Cl:1][C:2]1[CH:3]=[C:4]([N:22]([CH2:39][CH3:40])[C@H:23]2[CH2:28][CH2:27][C@H:26]([N:29]([CH3:38])[CH:30]([C:32]3[CH:33]=[N:34][CH:35]=[CH:36][CH:37]=3)[CH3:31])[CH2:25][CH2:24]2)[C:5]([CH3:21])=[C:6]([CH:20]=1)[C:7]([NH:9][CH2:10][C:11]1[C:12]([O:18]C)=[N:13][N:14]([CH3:17])[C:15]=1[CH3:16])=[O:8].C(=O)(O)[O-].[Na+]. Product: [Cl:1][C:2]1[CH:3]=[C:4]([N:22]([CH2:39][CH3:40])[C@H:23]2[CH2:24][CH2:25][C@H:26]([N:29]([CH3:38])[CH:30]([C:32]3[CH:33]=[N:34][CH:35]=[CH:36][CH:37]=3)[CH3:31])[CH2:27][CH2:28]2)[C:5]([CH3:21])=[C:6]([CH:20]=1)[C:7]([NH:9][CH2:10][C:11]1[C:12](=[O:18])[NH:13][N:14]([CH3:17])[C:15]=1[CH3:16])=[O:8]. The catalyst class is: 33. (7) Product: [CH2:1]([S:4][CH2:5][C@@H:6]([CH3:10])[C:7]([OH:9])=[O:8])[CH2:2][CH:12]=[CH2:13]. The catalyst class is: 5. Reactant: [C:1]([S:4][CH2:5][C@@H:6]([CH3:10])[C:7]([OH:9])=[O:8])(=O)[CH3:2].Br[CH2:12][CH2:13]C=C.[OH-].[Na+].O.Cl.